Dataset: Full USPTO retrosynthesis dataset with 1.9M reactions from patents (1976-2016). Task: Predict the reactants needed to synthesize the given product. (1) Given the product [NH2:5][C:4]1[CH:6]=[CH:7][C:8]([CH3:9])=[C:2]([C:38]2[C:39]3[CH:49]=[CH:48][C:47](=[O:50])[N:46]([C:51]4[C:56]([F:57])=[CH:55][CH:54]=[CH:53][C:52]=4[F:58])[C:40]=3[N:41]=[C:42]([S:44][CH3:45])[N:43]=2)[CH:3]=1, predict the reactants needed to synthesize it. The reactants are: I[C:2]1[CH:3]=[C:4]([CH:6]=[CH:7][C:8]=1[CH3:9])[NH2:5].C(N(CC)CC)C.[B]1OC(C)(C)C(C)(C)O1.O.O.O.O.O.O.O.O.[OH-].[Ba+2].[OH-].Cl[C:38]1[C:39]2[CH:49]=[CH:48][C:47](=[O:50])[N:46]([C:51]3[C:56]([F:57])=[CH:55][CH:54]=[CH:53][C:52]=3[F:58])[C:40]=2[N:41]=[C:42]([S:44][CH3:45])[N:43]=1. (2) Given the product [Br:1][C:2]1[C:18]([CH3:19])=[CH:17][CH:16]=[CH:15][C:3]=1[NH:4][CH2:5][CH2:6][OH:7], predict the reactants needed to synthesize it. The reactants are: [Br:1][C:2]1[C:18]([CH3:19])=[CH:17][CH:16]=[CH:15][C:3]=1[NH:4][CH2:5][CH2:6][O:7][Si](C(C)(C)C)(C)C.CCCC[N+](CCCC)(CCCC)CCCC.[F-]. (3) The reactants are: Br[C:2]1[C:3]([O:14][CH3:15])=[C:4]([F:13])[C:5]([OH:12])=[C:6]([CH:11]=1)[C:7]([O:9][CH3:10])=[O:8].[B:16]1([B:16]2[O:20][C:19]([CH3:22])([CH3:21])[C:18]([CH3:24])([CH3:23])[O:17]2)[O:20][C:19]([CH3:22])([CH3:21])[C:18]([CH3:24])([CH3:23])[O:17]1.C([O-])(=O)C.[K+].O. Given the product [F:13][C:4]1[C:5]([OH:12])=[C:6]([CH:11]=[C:2]([B:16]2[O:20][C:19]([CH3:22])([CH3:21])[C:18]([CH3:24])([CH3:23])[O:17]2)[C:3]=1[O:14][CH3:15])[C:7]([O:9][CH3:10])=[O:8], predict the reactants needed to synthesize it. (4) The reactants are: [CH2:1]([C:8]1[CH:9]=[C:10]([C:18]2[C:19]([O:24]C)=[N:20][CH:21]=[CH:22][CH:23]=2)[CH:11]=[C:12]([C:14]([CH3:17])([CH3:16])[CH3:15])[CH:13]=1)[C:2]1[CH:7]=[CH:6][CH:5]=[CH:4][CH:3]=1.Br.C([O-])(O)=O.[Na+]. Given the product [CH2:1]([C:8]1[CH:9]=[C:10]([C:18]2[C:19](=[O:24])[NH:20][CH:21]=[CH:22][CH:23]=2)[CH:11]=[C:12]([C:14]([CH3:17])([CH3:16])[CH3:15])[CH:13]=1)[C:2]1[CH:3]=[CH:4][CH:5]=[CH:6][CH:7]=1, predict the reactants needed to synthesize it. (5) Given the product [CH2:25]([S:32][CH:33]([CH:36]([O:37][CH3:38])[O:39][CH3:40])[CH2:34][NH:35][C:11]([C:8]1[NH:9][C:10]2[C:6]([CH:7]=1)=[CH:5][C:4]([O:14][C:15]1[CH:16]=[CH:17][C:18]([S:21]([CH3:24])(=[O:22])=[O:23])=[CH:19][CH:20]=1)=[CH:3][C:2]=2[OH:1])=[O:12])[C:26]1[CH:31]=[CH:30][CH:29]=[CH:28][CH:27]=1, predict the reactants needed to synthesize it. The reactants are: [OH:1][C:2]1[CH:3]=[C:4]([O:14][C:15]2[CH:20]=[CH:19][C:18]([S:21]([CH3:24])(=[O:23])=[O:22])=[CH:17][CH:16]=2)[CH:5]=[C:6]2[C:10]=1[NH:9][C:8]([C:11](O)=[O:12])=[CH:7]2.[CH2:25]([S:32][CH:33]([CH:36]([O:39][CH3:40])[O:37][CH3:38])[CH2:34][NH2:35])[C:26]1[CH:31]=[CH:30][CH:29]=[CH:28][CH:27]=1.ON1C2C=CC=CC=2N=N1.Cl.C(N=C=NCCCN(C)C)C.